This data is from Full USPTO retrosynthesis dataset with 1.9M reactions from patents (1976-2016). The task is: Predict the reactants needed to synthesize the given product. (1) The reactants are: CC([O-])(C)C.[K+].[CH3:7][N:8]1[C:16]2[C:11](=[CH:12][CH:13]=[CH:14][CH:15]=2)[C:10]([CH3:17])=[CH:9]1.[SiH2:18]([CH2:21][CH3:22])[CH2:19][CH3:20]. Given the product [CH2:19]([SiH:18]([CH2:21][CH3:22])[C:9]1[N:8]([CH3:7])[C:16]2[C:11]([C:10]=1[CH3:17])=[CH:12][CH:13]=[CH:14][CH:15]=2)[CH3:20], predict the reactants needed to synthesize it. (2) The reactants are: [I:1][C:2]1[N:7]=[C:6]([NH2:8])[C:5]([N+:9]([O-])=O)=[CH:4][CH:3]=1.[NH4+].[Cl-]. Given the product [I:1][C:2]1[N:7]=[C:6]([NH2:8])[C:5]([NH2:9])=[CH:4][CH:3]=1, predict the reactants needed to synthesize it.